From a dataset of Peptide-MHC class I binding affinity with 185,985 pairs from IEDB/IMGT. Regression. Given a peptide amino acid sequence and an MHC pseudo amino acid sequence, predict their binding affinity value. This is MHC class I binding data. (1) The peptide sequence is TNIKSLIPM. The MHC is H-2-Kb with pseudo-sequence H-2-Kb. The binding affinity (normalized) is 0.221. (2) The peptide sequence is FLFLMSGRGI. The MHC is HLA-A02:17 with pseudo-sequence HLA-A02:17. The binding affinity (normalized) is 0.391. (3) The peptide sequence is TPYDINQML. The MHC is HLA-A31:01 with pseudo-sequence HLA-A31:01. The binding affinity (normalized) is 0. (4) The peptide sequence is SLVITYCLV. The MHC is HLA-A02:01 with pseudo-sequence HLA-A02:01. The binding affinity (normalized) is 0.453. (5) The peptide sequence is APLAHRLGM. The MHC is HLA-B46:01 with pseudo-sequence HLA-B46:01. The binding affinity (normalized) is 0.0847. (6) The peptide sequence is NFCNLTSAF. The MHC is HLA-B15:01 with pseudo-sequence HLA-B15:01. The binding affinity (normalized) is 0.299. (7) The peptide sequence is LSYVIGLLPH. The MHC is HLA-A31:01 with pseudo-sequence HLA-A31:01. The binding affinity (normalized) is 0.159. (8) The peptide sequence is HMYISKKAK. The MHC is HLA-A68:02 with pseudo-sequence HLA-A68:02. The binding affinity (normalized) is 0. (9) The peptide sequence is LESLTDREL. The MHC is HLA-A26:01 with pseudo-sequence HLA-A26:01. The binding affinity (normalized) is 0.0847.